Dataset: Forward reaction prediction with 1.9M reactions from USPTO patents (1976-2016). Task: Predict the product of the given reaction. (1) The product is: [CH3:3][CH:2]([C:4]1[C:5]([C:17]2[CH:22]=[CH:21][CH:20]=[CH:19][CH:18]=2)=[C:6]([O:16][C:26]2[CH:33]=[CH:32][C:29]([CH:30]=[O:31])=[CH:28][CH:27]=2)[C:7]2[C:12]([CH:13]=1)=[CH:11][C:10]([O:14][CH3:15])=[CH:9][CH:8]=2)[CH3:1]. Given the reactants [CH3:1][CH:2]([C:4]1[C:5]([C:17]2[CH:22]=[CH:21][CH:20]=[CH:19][CH:18]=2)=[C:6]([OH:16])[C:7]2[C:12]([CH:13]=1)=[CH:11][C:10]([O:14][CH3:15])=[CH:9][CH:8]=2)[CH3:3].[H-].[Na+].F[C:26]1[CH:33]=[CH:32][C:29]([CH:30]=[O:31])=[CH:28][CH:27]=1, predict the reaction product. (2) Given the reactants [OH:1][CH2:2][C@H:3]1[CH2:7][CH2:6][CH2:5][NH:4]1.[C:8](#[N:11])[CH:9]=[CH2:10], predict the reaction product. The product is: [OH:1][CH2:2][C@H:3]1[CH2:7][CH2:6][CH2:5][N:4]1[CH2:10][CH2:9][C:8]#[N:11]. (3) Given the reactants [CH3:1][C:2]1[CH:3]=[C:4]([C:18]([OH:20])=O)[NH:5][C:6]=1[CH:7]=[C:8]1[C:16]2[C:11](=[CH:12][CH:13]=[CH:14][CH:15]=2)[NH:10][C:9]1=[O:17].[NH2:21][CH2:22][CH2:23][CH2:24][CH2:25][CH2:26][OH:27].CCN(CC)CC, predict the reaction product. The product is: [OH:27][CH2:26][CH2:25][CH2:24][CH2:23][CH2:22][NH:21][C:18]([C:4]1[NH:5][C:6]([CH:7]=[C:8]2[C:16]3[C:11](=[CH:12][CH:13]=[CH:14][CH:15]=3)[NH:10][C:9]2=[O:17])=[C:2]([CH3:1])[CH:3]=1)=[O:20]. (4) Given the reactants [CH3:1][C:2]1([CH3:16])[O:6][CH:5]([C:7]2[CH:12]=[CH:11][C:10]([N+:13]([O-])=O)=[CH:9][N:8]=2)[CH2:4][O:3]1, predict the reaction product. The product is: [CH3:1][C:2]1([CH3:16])[O:6][CH:5]([C:7]2[N:8]=[CH:9][C:10]([NH2:13])=[CH:11][CH:12]=2)[CH2:4][O:3]1. (5) Given the reactants [C:1]1([N:7]([C:21]2[CH:26]=[CH:25][C:24](B3OC(C)(C)C(C)(C)O3)=[CH:23][CH:22]=2)[C:8]2[C:13]3[S:14][C:15]4[CH:20]=[CH:19][CH:18]=[CH:17][C:16]=4[C:12]=3[CH:11]=[CH:10][CH:9]=2)[CH:6]=[CH:5][CH:4]=[CH:3][CH:2]=1.C([O-])([O-])=O.[K+].[K+].[C:42]1([CH3:48])[CH:47]=[CH:46][CH:45]=[CH:44][CH:43]=1, predict the reaction product. The product is: [CH:46]1[C:47]2[NH:7][C:1]3[C:48](=[CH:5][CH:4]=[CH:3][CH:2]=3)[C:42]=2[CH:43]=[C:44]([C:24]2[CH:23]=[CH:22][C:21]([N:7]([C:1]3[CH:2]=[CH:3][CH:4]=[CH:5][CH:6]=3)[C:8]3[C:13]4[S:14][C:15]5[CH:20]=[CH:19][CH:18]=[CH:17][C:16]=5[C:12]=4[CH:11]=[CH:10][CH:9]=3)=[CH:26][CH:25]=2)[CH:45]=1. (6) Given the reactants [CH3:1][O:2][C:3]1[CH:4]=[C:5]([CH:9]=[CH:10][C:11]=1[O:12][CH3:13])[CH2:6][CH2:7][OH:8].[Cl:14][C:15]([Cl:19])([Cl:18])[C:16]#[N:17], predict the reaction product. The product is: [CH3:1][O:2][C:3]1[CH:4]=[C:5]([CH2:6][CH2:7][O:8][C:16](=[NH:17])[C:15]([Cl:19])([Cl:18])[Cl:14])[CH:9]=[CH:10][C:11]=1[O:12][CH3:13]. (7) The product is: [I:1][C:2]1[CH:7]=[CH:6][C:5]2[NH:8][C:23]([C@@H:22]3[CH2:21][CH2:20][C@H:19]([CH3:24])[N:18]3[C:16]([C@@H:15]([NH:14][C:12](=[O:13])[O:11][CH3:10])[CH:27]([CH3:28])[CH3:29])=[O:17])=[N:9][C:4]=2[CH:3]=1. Given the reactants [I:1][C:2]1[CH:3]=[C:4]([NH2:9])[C:5]([NH2:8])=[CH:6][CH:7]=1.[CH3:10][O:11][C:12]([NH:14][C@@H:15]([CH:27]([CH3:29])[CH3:28])[C:16]([N:18]1[C@@H:22]([CH3:23])[CH2:21][CH2:20][C@H:19]1[C:24](O)=O)=[O:17])=[O:13].CN(C(ON1N=NC2C=CC=NC1=2)=[N+](C)C)C.F[P-](F)(F)(F)(F)F.N1C(C)=CC(C)=CC=1C, predict the reaction product. (8) Given the reactants [Cl:1][C:2]1[C:14]([F:15])=[C:13]2[C:5]([C:6]3[C:7](=[O:23])[C:8]4[CH:21]=[CH:20][C:19]([OH:22])=[CH:18][C:9]=4[C:10]([CH3:17])([CH3:16])[C:11]=3[NH:12]2)=[CH:4][CH:3]=1.[CH3:24][C:25]1([CH3:32])[O:29][C@@H:28]([CH2:30]O)[CH2:27][O:26]1.C1(P(C2C=CC=CC=2)C2C=CC=CC=2)C=CC=CC=1.C(OC(N=NC(OCC)=O)=O)C, predict the reaction product. The product is: [Cl:1][C:2]1[C:14]([F:15])=[C:13]2[C:5]([C:6]3[C:7](=[O:23])[C:8]4[CH:21]=[CH:20][C:19]([O:22][CH2:30][C@H:28]5[CH2:27][O:26][C:25]([CH3:32])([CH3:24])[O:29]5)=[CH:18][C:9]=4[C:10]([CH3:17])([CH3:16])[C:11]=3[NH:12]2)=[CH:4][CH:3]=1. (9) Given the reactants C(O)[C:2](N)([CH2:5][OH:6])[CH2:3][OH:4].Cl.[CH3:10][C:11](CC(C1C=CC(OCCOCCO)=CC=1)(C)C)(C)[CH3:12].[CH2:31]([SH:38])[C@@H:32]([OH:37])[C@H:33]([OH:36])CS.C1C=CC(CS(F)(=O)=[O:47])=CC=1, predict the reaction product. The product is: [CH3:10][CH:11]([S:38][C@@H:31]1[O:47][C@H:2]([CH2:3][OH:4])[C@H:5]([OH:6])[C@H:33]([OH:36])[C@H:32]1[OH:37])[CH3:12].